Dataset: Full USPTO retrosynthesis dataset with 1.9M reactions from patents (1976-2016). Task: Predict the reactants needed to synthesize the given product. (1) Given the product [C:51]1([CH2:57][C:58]([N:1]2[CH2:6][CH2:5][N:4]([C:7](=[O:8])[CH2:17][CH2:21][CH2:22][CH2:23][CH2:24][NH2:25])[CH2:3][CH2:2]2)=[O:60])[CH:52]=[CH:53][CH:54]=[CH:55][CH:56]=1, predict the reactants needed to synthesize it. The reactants are: [NH:1]1[CH2:6][CH2:5][NH:4][CH2:3][CH2:2]1.[C:7]([CH:17]([CH2:21][CH2:22][CH2:23][CH2:24][NH2:25])C(O)=O)(OCC1C=CC=CC=1)=[O:8].C1CCC(N=C=NC2CCCCC2)CC1.C1C=CC2N(O)N=NC=2C=1.[C:51]1([CH2:57][C:58]([OH:60])=O)[CH:56]=[CH:55][CH:54]=[CH:53][CH:52]=1. (2) Given the product [O:1]=[C:2]([C:18]1[CH:17]=[C:16]([F:15])[C:21]([F:22])=[C:20]([F:23])[CH:19]=1)[CH2:7][CH2:6][CH2:5][CH2:4][NH:3][C:8](=[O:9])[O:10][C:11]([CH3:14])([CH3:13])[CH3:12], predict the reactants needed to synthesize it. The reactants are: [O:1]=[C:2]1[CH2:7][CH2:6][CH2:5][CH2:4][N:3]1[C:8]([O:10][C:11]([CH3:14])([CH3:13])[CH3:12])=[O:9].[F:15][C:16]1[CH:17]=[C:18]([Mg]Br)[CH:19]=[C:20]([F:23])[C:21]=1[F:22].Cl. (3) Given the product [F:1][C:2]([F:15])([C:8]1[CH:13]=[CH:12][CH:11]=[C:10]([O:14][CH2:54][CH2:53][O:52][CH:49]([CH3:51])[CH3:50])[CH:9]=1)[C:3]([O:5][CH2:6][CH3:7])=[O:4], predict the reactants needed to synthesize it. The reactants are: [F:1][C:2]([F:15])([C:8]1[CH:13]=[CH:12][CH:11]=[C:10]([OH:14])[CH:9]=1)[C:3]([O:5][CH2:6][CH3:7])=[O:4].N(C(OC(C)C)=O)=NC(OC(C)C)=O.C1(P(C2C=CC=CC=2)C2C=CC=CC=2)C=CC=CC=1.[CH:49]([O:52][CH2:53][CH2:54]O)([CH3:51])[CH3:50]. (4) The reactants are: Cl.[NH:2]1[C:10]2[C:5](=[CH:6][CH:7]=[CH:8][CH:9]=2)[C:4]([C:11]([NH2:13])=[O:12])=[N:3]1.[CH2:14]1[CH:16]([CH:17](O)C#N)C1.[CH:21]([N:24]([CH2:28][CH3:29])[CH:25]([CH3:27])[CH3:26])(C)C.[C:30](O)(=O)C.C(O[BH-](OC(=O)C)OC(=O)C)(=O)C.[Na+]. Given the product [CH:16]1([CH2:21][N:24]2[CH2:28][CH:29]3[CH2:27][CH:25]2[CH2:26][CH:30]3[NH:13][C:11]([C:4]2[C:5]3[C:10](=[CH:9][CH:8]=[CH:7][CH:6]=3)[NH:2][N:3]=2)=[O:12])[CH2:17][CH2:14]1, predict the reactants needed to synthesize it. (5) Given the product [OH:11][C:10]12[C:4]3[C:5](=[CH:6][CH:1]=[CH:2][CH:3]=3)[C:7](=[O:8])[C:9]1([OH:12])[C:16]1[C:15]([CH3:14])=[C:20]([CH3:21])[C:19]([CH3:22])=[CH:18][C:17]=1[O:23]2, predict the reactants needed to synthesize it. The reactants are: [CH:1]1[CH:6]=[C:5]2[C:7]([C:9](O)([OH:12])[C:10](=[O:11])[C:4]2=[CH:3][CH:2]=1)=[O:8].[CH3:14][C:15]1[CH:16]=[C:17]([OH:23])[CH:18]=[C:19]([CH3:22])[C:20]=1[CH3:21]. (6) Given the product [Cl:17][C:18]1[CH:29]=[CH:28][C:21]([O:22][CH:23]2[CH2:27][CH2:26][N:25]([CH2:12][CH:10]([OH:11])[CH2:9][O:8][C:7]3[CH:13]=[C:3]([O:2][CH3:1])[CH:4]=[CH:5][C:6]=3[N+:14]([O-:16])=[O:15])[CH2:24]2)=[CH:20][CH:19]=1, predict the reactants needed to synthesize it. The reactants are: [CH3:1][O:2][C:3]1[CH:4]=[CH:5][C:6]([N+:14]([O-:16])=[O:15])=[C:7]([CH:13]=1)[O:8][CH2:9][CH:10]1[CH2:12][O:11]1.[Cl:17][C:18]1[CH:29]=[CH:28][C:21]([O:22][CH:23]2[CH2:27][CH2:26][NH:25][CH2:24]2)=[CH:20][CH:19]=1. (7) Given the product [Br:1][C:2]1[CH:3]=[CH:4][C:5]2[O:14][C:13]3[C:12](=[O:15])[NH:11][C:10]([C:16]4[CH:17]=[C:47]([NH:50][C:51](=[O:57])[O:52][C:53]([CH3:55])([CH3:54])[CH3:56])[CH:46]=[CH:45][CH:44]=4)=[N:9][C:8]=3[C:6]=2[CH:7]=1, predict the reactants needed to synthesize it. The reactants are: [Br:1][C:2]1[CH:3]=[CH:4][C:5]2[O:14][C:13]3[C:12](=[O:15])[NH:11][C:10]([CH:16]4CCCN(C(OC(C)(C)C)=O)[CH2:17]4)=[N:9][C:8]=3[C:6]=2[CH:7]=1.BrC1C=CC2OC(C(=O)N)=C(NC([C:44]3C=C[C:47]([NH:50][C:51](=[O:57])[O:52][C:53]([CH3:56])([CH3:55])[CH3:54])=[CH:46][CH:45]=3)=O)C=2C=1.BrC1C=CC2OC(C(=O)N)=C(NC(C3CCN(C(OC(C)(C)C)=O)CC3)=O)C=2C=1.